The task is: Predict which catalyst facilitates the given reaction.. This data is from Catalyst prediction with 721,799 reactions and 888 catalyst types from USPTO. (1) Product: [Cl:1][C:2]1[CH:11]=[C:10]([NH:12][C:13]2[CH:18]=[C:17]([CH3:19])[CH:16]=[CH:15][C:14]=2[CH3:20])[C:5]([C:6]([OH:8])=[O:7])=[CH:4][N:3]=1. Reactant: [Cl:1][C:2]1[CH:11]=[C:10]([NH:12][C:13]2[CH:18]=[C:17]([CH3:19])[CH:16]=[CH:15][C:14]=2[CH3:20])[C:5]([C:6]([O:8]C)=[O:7])=[CH:4][N:3]=1.[OH-].[Na+]. The catalyst class is: 8. (2) Reactant: [CH3:1][C:2]1[CH:7]=[CH:6][C:5]([C:8](=[O:14])[CH2:9][C:10]([O:12][CH3:13])=[O:11])=[CH:4][CH:3]=1.[Br:15]Br. Product: [Br:15][CH:9]([C:8]([C:5]1[CH:4]=[CH:3][C:2]([CH3:1])=[CH:7][CH:6]=1)=[O:14])[C:10]([O:12][CH3:13])=[O:11]. The catalyst class is: 22.